From a dataset of Reaction yield outcomes from USPTO patents with 853,638 reactions. Predict the reaction yield, written as a fraction of the theoretical maximum amount of product (1.0 means a 100% yield; for example, 0.34 means a 34% yield). The reactants are [C:1]([CH2:3][P:4](=[O:11])([O:8][CH2:9][CH3:10])[O:5][CH2:6][CH3:7])#[N:2].[CH3:12][Si:13]([N-][Si:13]([CH3:15])([CH3:14])[CH3:12])([CH3:15])[CH3:14].[Na+].Br[CH2:23][C:24]([CH3:41])=[CH:25][CH2:26][C:27]1[C:35]([OH:36])=[C:34]2[C:30]([CH2:31][O:32][C:33]2=[O:37])=[C:29]([CH3:38])[C:28]=1[O:39][CH3:40].[Cl-].[NH4+].[CH2:44]1[CH2:48]OCC1. No catalyst specified. The product is [CH2:6]([O:5][P:4]([CH:3]([C:1]#[N:2])[CH2:23][C:24]([CH3:41])=[CH:25][CH2:26][C:27]1[C:35]([O:36][CH2:48][CH2:44][Si:13]([CH3:15])([CH3:14])[CH3:12])=[C:34]2[C:30](=[C:29]([CH3:38])[C:28]=1[O:39][CH3:40])[CH2:31][O:32][C:33]2=[O:37])(=[O:11])[O:8][CH2:9][CH3:10])[CH3:7]. The yield is 0.900.